Dataset: Human liver microsome stability data. Task: Regression/Classification. Given a drug SMILES string, predict its absorption, distribution, metabolism, or excretion properties. Task type varies by dataset: regression for continuous measurements (e.g., permeability, clearance, half-life) or binary classification for categorical outcomes (e.g., BBB penetration, CYP inhibition). Dataset: hlm. (1) The compound is O=C(O)[C@H]1C2CCC(CC2)[C@@H]1Nc1nc(-c2c[nH]c3ncc(F)cc23)ncc1F. The result is 0 (unstable in human liver microsomes). (2) The drug is O=[N+]([O-])c1ccc2c(ccn2Cc2cc(CN3CCCC3)c(O)c3ncccc23)c1. The result is 0 (unstable in human liver microsomes). (3) The drug is NC(=O)COc1ccc2c(c1)S(=O)(=O)NC(c1c(O)c(-c3ccsc3)nn(CCC3CC3)c1=O)=N2. The result is 1 (stable in human liver microsomes). (4) The drug is Cc1nc(-c2ccccc2)c(C)c(-c2ccc3c(c2)CCCO3)c1[C@H](OC(C)(C)C)C(=O)O. The result is 0 (unstable in human liver microsomes).